From a dataset of hERG potassium channel inhibition data for cardiac toxicity prediction from Karim et al.. Regression/Classification. Given a drug SMILES string, predict its toxicity properties. Task type varies by dataset: regression for continuous values (e.g., LD50, hERG inhibition percentage) or binary classification for toxic/non-toxic outcomes (e.g., AMES mutagenicity, cardiotoxicity, hepatotoxicity). Dataset: herg_karim. (1) The molecule is NC1=NC2(CO1)c1cc(Br)ccc1OCC21CC(F)(F)C1. The result is 0 (non-blocker). (2) The drug is Cc1nc2ccccc2n1-c1ccc(C(=O)N(C)[C@@H]2CCN(C(C)C)C2)cc1. The result is 0 (non-blocker). (3) The result is 1 (blocker). The drug is CC(C)(N)c1nc(-c2ccc(OC(F)(F)F)cc2)c[nH]1. (4) The compound is CN1CC[C@H](c2c(O)cc(O)c3c(=O)cc(/C=C/c4c(Cl)cccc4Cl)oc23)[C@H](O)C1. The result is 0 (non-blocker). (5) The compound is O=C(O)[C@H](Cc1ccc(F)cc1)N1CCC(CN2CCC(Oc3ccc(Cl)cc3)CC2)CC1. The result is 0 (non-blocker).